Dataset: Catalyst prediction with 721,799 reactions and 888 catalyst types from USPTO. Task: Predict which catalyst facilitates the given reaction. Reactant: [CH2:1]([O:3][C:4]([C:6]1[CH:7]=[N:8][N:9]([C:11]2[NH:20][C:19](=O)[C:18]3[C:13](=[CH:14][C:15]([F:31])=[C:16]([O:22][C:23]4[C:28]([CH3:29])=[CH:27][CH:26]=[CH:25][C:24]=4[CH3:30])[CH:17]=3)[N:12]=2)[CH:10]=1)=[O:5])[CH3:2].[Li+].[Cl-].O=P(Cl)(Cl)[Cl:36].CCN(C(C)C)C(C)C. Product: [Cl:36][C:19]1[C:18]2[C:13](=[CH:14][C:15]([F:31])=[C:16]([O:22][C:23]3[C:28]([CH3:29])=[CH:27][CH:26]=[CH:25][C:24]=3[CH3:30])[CH:17]=2)[N:12]=[C:11]([N:9]2[CH:10]=[C:6]([C:4]([O:3][CH2:1][CH3:2])=[O:5])[CH:7]=[N:8]2)[N:20]=1. The catalyst class is: 10.